From a dataset of Full USPTO retrosynthesis dataset with 1.9M reactions from patents (1976-2016). Predict the reactants needed to synthesize the given product. (1) Given the product [Cl:1][C:2]1[CH:7]=[CH:6][CH:5]=[CH:4][C:3]=1[C:8]1[N:9]([C:18]2[CH:19]=[CH:20][C:21]([Cl:24])=[CH:22][CH:23]=2)[CH:10]=[C:11]([CH:13]=[O:14])[N:12]=1, predict the reactants needed to synthesize it. The reactants are: [Cl:1][C:2]1[CH:7]=[CH:6][CH:5]=[CH:4][C:3]=1[C:8]1[N:9]([C:18]2[CH:23]=[CH:22][C:21]([Cl:24])=[CH:20][CH:19]=2)[CH:10]=[C:11]([C:13](OCC)=[O:14])[N:12]=1.CC(C[AlH]CC(C)C)C. (2) Given the product [CH2:46]([O:53][C:54]1[C:63]([CH3:64])=[CH:62][C:57]([C:58]2[O:13][C:11]([C:9]3[CH:8]=[C:7]([CH3:14])[N:6]=[C:5]([NH:4][CH:1]([CH3:2])[CH3:3])[N:10]=3)=[N:61][N:60]=2)=[CH:56][C:55]=1[CH2:65][CH3:66])[C:47]1[CH:48]=[CH:49][CH:50]=[CH:51][CH:52]=1, predict the reactants needed to synthesize it. The reactants are: [CH:1]([NH:4][C:5]1[N:10]=[C:9]([C:11]([OH:13])=O)[CH:8]=[C:7]([CH3:14])[N:6]=1)([CH3:3])[CH3:2].CCN(C(C)C)C(C)C.CN(C(ON1N=NC2C=CC=CC1=2)=[N+](C)C)C.[B-](F)(F)(F)F.[CH2:46]([O:53][C:54]1[C:63]([CH3:64])=[CH:62][C:57]([C:58]([NH:60][NH2:61])=O)=[CH:56][C:55]=1[CH2:65][CH3:66])[C:47]1[CH:52]=[CH:51][CH:50]=[CH:49][CH:48]=1.CC[N+](S(N=C(OC)[O-])(=O)=O)(CC)CC. (3) Given the product [F:41][C:2]1([C:6]2[C:7]([O:28][C@@H:29]([CH3:34])[C:30]([F:31])([F:32])[F:33])=[CH:8][C:9]([C:12]([NH:14][C:15]([C:22]3[N:26]=[C:25]([CH3:27])[O:24][N:23]=3)([CH3:21])[CH2:16][S:17]([CH3:20])(=[O:18])=[O:19])=[O:13])=[N:10][CH:11]=2)[CH2:3][CH2:4][CH2:5]1, predict the reactants needed to synthesize it. The reactants are: O[C:2]1([C:6]2[C:7]([O:28][C@@H:29]([CH3:34])[C:30]([F:33])([F:32])[F:31])=[CH:8][C:9]([C:12]([NH:14][C:15]([C:22]3[N:26]=[C:25]([CH3:27])[O:24][N:23]=3)([CH3:21])[CH2:16][S:17]([CH3:20])(=[O:19])=[O:18])=[O:13])=[N:10][CH:11]=2)[CH2:5][CH2:4][CH2:3]1.CCN(S(F)(F)[F:41])CC. (4) Given the product [OH:21][C:12]1[CH:11]=[C:10]2[C:15]([CH2:16][C@H:17]([C:18]([N:32]3[CH2:33][CH2:34][C:29]4[C:28](=[O:35])[O:27][C:26]([CH2:22][CH:23]([CH3:24])[CH3:25])([C:36]5[CH:41]=[CH:40][CH:39]=[CH:38][CH:37]=5)[C:30]=4[CH2:31]3)=[O:20])[NH:8][CH2:9]2)=[CH:14][CH:13]=1, predict the reactants needed to synthesize it. The reactants are: C(OC([N:8]1[C@@H:17]([C:18]([OH:20])=O)[CH2:16][C:15]2[C:10](=[CH:11][C:12]([OH:21])=[CH:13][CH:14]=2)[CH2:9]1)=O)(C)(C)C.[CH2:22]([C:26]1([C:36]2[CH:41]=[CH:40][CH:39]=[CH:38][CH:37]=2)[C:30]2[CH2:31][NH:32][CH2:33][CH2:34][C:29]=2[C:28](=[O:35])[O:27]1)[CH:23]([CH3:25])[CH3:24].CCN(C(C)C)C(C)C.CN([P+](ON1N=NC2C=CC=CC1=2)(N(C)C)N(C)C)C.F[P-](F)(F)(F)(F)F. (5) The reactants are: [C:1]([C:3]1[CH:8]=[CH:7][CH:6]=[CH:5][C:4]=1[C:9]1[N:14]=[CH:13][C:12]([C:15]([N:17]([CH3:39])[C:18]2[CH:23]=[CH:22][C:21]([CH2:24][N:25]3[CH2:30][CH2:29][N:28](C(OC(C)(C)C)=O)[C@@H:27]([CH3:38])[CH2:26]3)=[CH:20][CH:19]=2)=[O:16])=[CH:11][CH:10]=1)#[N:2].C(O)(C(F)(F)F)=O. Given the product [C:1]([C:3]1[CH:8]=[CH:7][CH:6]=[CH:5][C:4]=1[C:9]1[N:14]=[CH:13][C:12]([C:15]([N:17]([CH3:39])[C:18]2[CH:23]=[CH:22][C:21]([CH2:24][N:25]3[CH2:30][CH2:29][NH:28][C@@H:27]([CH3:38])[CH2:26]3)=[CH:20][CH:19]=2)=[O:16])=[CH:11][CH:10]=1)#[N:2], predict the reactants needed to synthesize it. (6) Given the product [Cl:12][C:13]1[N:18]=[C:17]([C:6]2[CH:7]=[CH:8][C:3]([O:2][CH3:1])=[CH:4][CH:5]=2)[CH:16]=[CH:15][N:14]=1, predict the reactants needed to synthesize it. The reactants are: [CH3:1][O:2][C:3]1[CH:8]=[CH:7][C:6](B(O)O)=[CH:5][CH:4]=1.[Cl:12][C:13]1[N:18]=[C:17](Cl)[CH:16]=[CH:15][N:14]=1.C([O-])([O-])=O.[Na+].[Na+]. (7) Given the product [NH2:23][C:9]1[N:8]=[CH:7][C:6]2[C:2]([C:26]3[S:30][C:29]([C:31]([OH:33])=[O:32])=[CH:28][CH:27]=3)=[CH:3][O:4][C:5]=2[C:10]=1[O:11][C@@H:12]([C:14]1[C:19]([Cl:20])=[CH:18][CH:17]=[C:16]([F:21])[C:15]=1[Cl:22])[CH3:13], predict the reactants needed to synthesize it. The reactants are: Br[C:2]1[C:6]2[CH:7]=[N:8][C:9]([NH2:23])=[C:10]([O:11][C@@H:12]([C:14]3[C:19]([Cl:20])=[CH:18][CH:17]=[C:16]([F:21])[C:15]=3[Cl:22])[CH3:13])[C:5]=2[O:4][CH:3]=1.OB(O)[C:26]1[S:30][C:29]([C:31]([OH:33])=[O:32])=[CH:28][CH:27]=1.C(=O)([O-])[O-].[K+].[K+].O1CCOCC1. (8) The reactants are: [Cl:1][C:2]1[CH:7]=[CH:6][C:5]([C:8]2([OH:23])[CH2:13][CH2:12][N:11](C(OC(C)(C)C)=O)[CH2:10][C:9]2([CH3:22])[CH3:21])=[CH:4][CH:3]=1.Cl. Given the product [Cl:1][C:2]1[CH:7]=[CH:6][C:5]([C:8]2([OH:23])[CH2:13][CH2:12][NH:11][CH2:10][C:9]2([CH3:21])[CH3:22])=[CH:4][CH:3]=1, predict the reactants needed to synthesize it.